Predict the product of the given reaction. From a dataset of Forward reaction prediction with 1.9M reactions from USPTO patents (1976-2016). (1) Given the reactants C([O:5][C:6]([C:8]1[O:9][C:10]2[CH:17]=[CH:16][CH:15]=[C:14]([O:18][CH:19]([CH3:21])[CH3:20])[C:11]=2[C:12]=1[CH3:13])=[O:7])(C)(C)C.C(O)(C(F)(F)F)=O.ClCCl, predict the reaction product. The product is: [CH:19]([O:18][C:14]1[C:11]2[C:12]([CH3:13])=[C:8]([C:6]([OH:7])=[O:5])[O:9][C:10]=2[CH:17]=[CH:16][CH:15]=1)([CH3:21])[CH3:20]. (2) Given the reactants C1(C)C=CC(S(O)(=O)=O)=CC=1.[CH2:12]([O:19][CH2:20][CH2:21][NH2:22])[C:13]1[CH:18]=[CH:17][CH:16]=[CH:15][CH:14]=1.C(N(CC)CC)C.Cl[C:31]1[N:36]=[C:35]([O:37][CH3:38])[C:34]([N+:39]([O-:41])=[O:40])=[C:33]([O:42][CH3:43])[N:32]=1, predict the reaction product. The product is: [CH2:12]([O:19][CH2:20][CH2:21][NH:22][C:31]1[N:32]=[C:33]([O:42][CH3:43])[C:34]([N+:39]([O-:41])=[O:40])=[C:35]([O:37][CH3:38])[N:36]=1)[C:13]1[CH:18]=[CH:17][CH:16]=[CH:15][CH:14]=1. (3) Given the reactants S([O-])([O-])(=O)=O.[Na+].[Na+].[N+:8]([C:11]1[CH:12]=[N:13][C:14]2[C:19]([C:20]=1[NH:21][CH2:22][CH2:23][NH:24][C:25](=[O:31])[O:26][C:27]([CH3:30])([CH3:29])[CH3:28])=[CH:18][CH:17]=[CH:16][CH:15]=2)([O-])=O, predict the reaction product. The product is: [NH2:8][C:11]1[CH:12]=[N:13][C:14]2[C:19]([C:20]=1[NH:21][CH2:22][CH2:23][NH:24][C:25](=[O:31])[O:26][C:27]([CH3:29])([CH3:28])[CH3:30])=[CH:18][CH:17]=[CH:16][CH:15]=2. (4) Given the reactants [N+:1]([C:4]1[CH:12]=[C:11]2[C:7]([CH:8]=[N:9][N:10]2[CH2:13][CH2:14][N:15]2[CH2:19][CH2:18][CH2:17][CH2:16]2)=[CH:6][CH:5]=1)([O-])=O.[Cl-].[NH4+], predict the reaction product. The product is: [N:15]1([CH2:14][CH2:13][N:10]2[C:11]3[C:7](=[CH:6][CH:5]=[C:4]([NH2:1])[CH:12]=3)[CH:8]=[N:9]2)[CH2:19][CH2:18][CH2:17][CH2:16]1. (5) Given the reactants OS(O)(=O)=O.[CH3:6][N:7]1[CH2:12][CH:11]=[C:10]([C:13]2[C:21]3[C:16](=[CH:17][CH:18]=[C:19]([C:22]([NH2:24])=O)[CH:20]=3)[NH:15][CH:14]=2)[CH2:9][CH2:8]1, predict the reaction product. The product is: [CH3:6][N:7]1[CH2:8][CH:9]=[C:10]([C:13]2[C:21]3[C:16](=[CH:17][CH:18]=[C:19]([C:22]#[N:24])[CH:20]=3)[NH:15][CH:14]=2)[CH2:11][CH2:12]1. (6) The product is: [CH2:13]([NH:15][C:16](=[O:17])[O-:18])[CH3:14].[Cl:37][C:36]1[C:35]2[CH:27]3[CH2:28][NH:29][CH2:30][CH:26]3[CH:25]([CH3:33])[C:24]=2[CH:31]=[C:32]([Cl:8])[C:21]=1[O:20][CH3:19]. Given the reactants C1C(=O)N([Cl:8])C(=O)C1.C(O)(=O)C.[CH2:13]([NH:15][C:16](=[O:18])[O-:17])[CH3:14].[CH3:19][O:20][C:21]1C=C[C:24]2[CH:25]([CH3:33])[CH:26]3[CH2:30][NH:29][CH2:28][CH:27]3[C:31]=2[CH:32]=1.Cl[CH2:35][CH2:36][Cl:37], predict the reaction product.